Task: Predict the product of the given reaction.. Dataset: Forward reaction prediction with 1.9M reactions from USPTO patents (1976-2016) (1) Given the reactants C([O:3][C:4]([C:6]1[C:15](=[O:16])[C:14]2[C:9](=[C:10]([O:33][CH:34]([F:36])[F:35])[C:11]([C:17]3[CH:18]=[C:19]4[CH2:24][N:23](C(OC(C)(C)C)=O)[CH2:22][CH2:21][N:20]4[CH:32]=3)=[CH:12][CH:13]=2)[N:8]([CH:37]2[CH2:39][CH2:38]2)[CH:7]=1)=[O:5])C.[OH-].[Na+].Cl, predict the reaction product. The product is: [CH:37]1([N:8]2[C:9]3[C:14](=[CH:13][CH:12]=[C:11]([C:17]4[CH:18]=[C:19]5[CH2:24][NH:23][CH2:22][CH2:21][N:20]5[CH:32]=4)[C:10]=3[O:33][CH:34]([F:35])[F:36])[C:15](=[O:16])[C:6]([C:4]([OH:5])=[O:3])=[CH:7]2)[CH2:38][CH2:39]1. (2) The product is: [CH3:19][O:18][C:16](=[O:17])/[C:15](/[C:13]#[N:14])=[C:1](/[C:4]1[CH:12]=[CH:11][C:7]2[O:8][CH2:9][CH2:10][C:6]=2[CH:5]=1)\[CH3:2]. Given the reactants [C:1]([C:4]1[CH:12]=[CH:11][C:7]2[O:8][CH2:9][CH2:10][C:6]=2[CH:5]=1)(=O)[CH3:2].[C:13]([CH2:15][C:16]([O:18][CH3:19])=[O:17])#[N:14].C(N)C1C=CC=CC=1.C(O)(=O)C, predict the reaction product. (3) Given the reactants [CH3:1][O:2][C:3]1[C:4]([CH3:31])=[C:5]([C:22]([O:29][CH3:30])=[C:23]([O:27][CH3:28])[C:24]=1[O:25][CH3:26])[CH2:6][C:7]1[CH:8]=[CH:9][C:10]([OH:21])=[C:11]([CH:20]=1)[C:12]([N:14]1[CH2:19][CH2:18][O:17][CH2:16][CH2:15]1)=[O:13].C(=O)([O-])[O-].[Na+].[Na+].Br[CH2:39][C:40]([O:42][C:43]([CH3:46])([CH3:45])[CH3:44])=[O:41], predict the reaction product. The product is: [CH3:1][O:2][C:3]1[C:4]([CH3:31])=[C:5]([C:22]([O:29][CH3:30])=[C:23]([O:27][CH3:28])[C:24]=1[O:25][CH3:26])[CH2:6][C:7]1[CH:8]=[CH:9][C:10]([O:21][CH2:39][C:40]([O:42][C:43]([CH3:46])([CH3:45])[CH3:44])=[O:41])=[C:11]([CH:20]=1)[C:12]([N:14]1[CH2:15][CH2:16][O:17][CH2:18][CH2:19]1)=[O:13]. (4) Given the reactants [CH3:1][N:2]1[CH:6]=[N:5][CH:4]=[N:3]1.[C:7](Cl)(=[O:14])[C:8]1[CH:13]=[CH:12][CH:11]=[CH:10][CH:9]=1, predict the reaction product. The product is: [CH3:1][N:2]1[C:6]([C:7]([C:8]2[CH:13]=[CH:12][CH:11]=[CH:10][CH:9]=2)=[O:14])=[N:5][CH:4]=[N:3]1. (5) Given the reactants C(Cl)(=O)C(Cl)=O.CS(C)=O.[Cl:11][C:12]1[CH:17]=[CH:16][C:15]([C:18]2[CH2:23][CH2:22][CH2:21][CH2:20][C:19]=2[CH2:24][OH:25])=[CH:14][CH:13]=1.C(N(CC)CC)C, predict the reaction product. The product is: [Cl:11][C:12]1[CH:13]=[CH:14][C:15]([C:18]2[CH2:23][CH2:22][CH2:21][CH2:20][C:19]=2[CH:24]=[O:25])=[CH:16][CH:17]=1. (6) Given the reactants [Br:1][C:2]1[CH:7]=[C:6]([N+:8]([O-])=O)[CH:5]=[C:4]([CH2:11][O:12][CH3:13])[CH:3]=1.CCO.O.[Cl-].[NH4+], predict the reaction product. The product is: [Br:1][C:2]1[CH:7]=[C:6]([CH:5]=[C:4]([CH2:11][O:12][CH3:13])[CH:3]=1)[NH2:8]. (7) Given the reactants [F:1][C:2]([F:22])([C:15]1[CH:20]=[CH:19][C:18]([F:21])=[CH:17][N:16]=1)[C:3]1[NH:12][C:11](=O)[C:10]2[C:5](=[C:6]([Br:14])[CH:7]=[CH:8][CH:9]=2)[N:4]=1.CCN(C(C)C)C(C)C.O=P(Cl)(Cl)[Cl:34], predict the reaction product. The product is: [Cl:34][C:11]1[C:10]2[C:5](=[C:6]([Br:14])[CH:7]=[CH:8][CH:9]=2)[N:4]=[C:3]([C:2]([F:22])([F:1])[C:15]2[CH:20]=[CH:19][C:18]([F:21])=[CH:17][N:16]=2)[N:12]=1.